From a dataset of Reaction yield outcomes from USPTO patents with 853,638 reactions. Predict the reaction yield, written as a fraction of the theoretical maximum amount of product (1.0 means a 100% yield; for example, 0.34 means a 34% yield). (1) The reactants are [CH2:1]([N:4]1[CH:8]=[CH:7][N:6]=[CH:5]1)[C:2]#[CH:3].Br[C:10]1[C:11]([NH:18][CH2:19][C:20]([CH3:23])([CH3:22])[CH3:21])=[N:12][C:13]([C:16]#[N:17])=[N:14][CH:15]=1.C(N(CC)CC)C. The catalyst is CN(C=O)C.O.CCOC(C)=O.[Cu]I.Cl[Pd](Cl)([P](C1C=CC=CC=1)(C1C=CC=CC=1)C1C=CC=CC=1)[P](C1C=CC=CC=1)(C1C=CC=CC=1)C1C=CC=CC=1. The product is [CH3:21][C:20]([CH3:23])([CH3:22])[CH2:19][N:18]1[C:11]2[N:12]=[C:13]([C:16]#[N:17])[N:14]=[CH:15][C:10]=2[CH:3]=[C:2]1[CH2:1][N:4]1[CH:8]=[CH:7][N:6]=[CH:5]1. The yield is 0.640. (2) The reactants are Br[C:2]1[CH:3]=[C:4]([CH2:9][NH:10][CH3:11])[CH:5]=[CH:6][C:7]=1[F:8].[CH3:12][C:13]([O:16][C:17]([N:19]1[CH2:24][CH2:23][N:22]([CH2:25][C:26]2[CH:27]=[C:28](B(O)O)[CH:29]=[CH:30][CH:31]=2)[CH2:21][CH2:20]1)=[O:18])([CH3:15])[CH3:14].C([O-])([O-])=O.[K+].[K+]. The catalyst is O1CCOCC1.O.C1C=CC([P]([Pd]([P](C2C=CC=CC=2)(C2C=CC=CC=2)C2C=CC=CC=2)([P](C2C=CC=CC=2)(C2C=CC=CC=2)C2C=CC=CC=2)[P](C2C=CC=CC=2)(C2C=CC=CC=2)C2C=CC=CC=2)(C2C=CC=CC=2)C2C=CC=CC=2)=CC=1. The product is [F:8][C:7]1[CH:6]=[CH:5][C:4]([CH2:9][NH:10][CH3:11])=[CH:3][C:2]=1[C:28]1[CH:29]=[CH:30][CH:31]=[C:26]([CH2:25][N:22]2[CH2:23][CH2:24][N:19]([C:17]([O:16][C:13]([CH3:15])([CH3:14])[CH3:12])=[O:18])[CH2:20][CH2:21]2)[CH:27]=1. The yield is 0.660. (3) The product is [F:1][C:2]1[CH:7]=[CH:6][C:5]([O:8][C:9]2[CH:10]=[CH:11][C:12]([NH2:15])=[CH:13][CH:14]=2)=[CH:4][C:3]=1[C:18]([F:19])([F:20])[F:21]. The reactants are [F:1][C:2]1[CH:7]=[CH:6][C:5]([O:8][C:9]2[CH:14]=[CH:13][C:12]([N+:15]([O-])=O)=[CH:11][CH:10]=2)=[CH:4][C:3]=1[C:18]([F:21])([F:20])[F:19]. The yield is 0.950. The catalyst is CO.[Pd]. (4) The reactants are Cl[C:2]1[C:3]([N+]([O-])=O)=[N:4][S:5][N:6]=1.C(N(CC)CC)C.[CH2:17]([NH2:24])[C:18]1[CH:23]=[CH:22][CH:21]=[CH:20][CH:19]=1.C[N:26]1[C:30](=O)[CH2:29][CH2:28][CH2:27]1. The catalyst is C(O)C.[Pd]. The product is [NH2:26][C:27]1[C:3]2[C:2](=[N:6][S:5][N:4]=2)[CH:30]=[CH:29][C:28]=1[NH:24][CH2:17][C:18]1[CH:23]=[CH:22][CH:21]=[CH:20][CH:19]=1. The yield is 1.00. (5) The reactants are C[O:2][C:3](=[O:21])[C:4]1[CH:9]=[C:8]([C:10](=[O:12])[CH3:11])[CH:7]=[CH:6][C:5]=1[O:13][CH2:14][C:15]1[CH:20]=[CH:19][CH:18]=[CH:17][CH:16]=1.[OH-].[Na+]. The catalyst is CO.O1CCCC1. The product is [C:10]([C:8]1[CH:7]=[CH:6][C:5]([O:13][CH2:14][C:15]2[CH:20]=[CH:19][CH:18]=[CH:17][CH:16]=2)=[C:4]([CH:9]=1)[C:3]([OH:21])=[O:2])(=[O:12])[CH3:11]. The yield is 0.910.